Dataset: Forward reaction prediction with 1.9M reactions from USPTO patents (1976-2016). Task: Predict the product of the given reaction. (1) Given the reactants Cl[C:2]1[C:7]([C:8]([F:11])([F:10])[F:9])=[CH:6][N:5]=[C:4]([NH:12][C:13]2[CH:18]=[CH:17][C:16]([P:19]([CH3:22])([CH3:21])=[O:20])=[CH:15][CH:14]=2)[N:3]=1.C([N:25](CC)CC)C.NC[CH2:32][N:33]1[CH2:38][CH2:37][O:36][CH2:35][CH2:34]1, predict the reaction product. The product is: [CH3:21][P:19]([C:16]1[CH:17]=[CH:18][C:13]([NH:12][C:4]2[N:3]=[C:2]([NH:25][CH2:32][N:33]3[CH2:38][CH2:37][O:36][CH2:35][CH2:34]3)[C:7]([C:8]([F:11])([F:10])[F:9])=[CH:6][N:5]=2)=[CH:14][CH:15]=1)([CH3:22])=[O:20]. (2) Given the reactants F[P-](F)(F)(F)(F)F.N1(O[P+](N(C)C)(N(C)C)N(C)C)C2C=CC=CC=2N=N1.[C:28]12([CH2:38][NH:39][C:40]([C:42]3[C:43]([CH3:57])=[N:44][N:45]([C:47]4[N:52]=[C:51]([C:53](O)=[O:54])[C:50]([CH3:56])=[CH:49][N:48]=4)[CH:46]=3)=[O:41])[CH2:37][CH:32]3[CH2:33][CH:34]([CH2:36][CH:30]([CH2:31]3)[CH2:29]1)[CH2:35]2.[NH:58]1[CH2:63][CH2:62][O:61][CH2:60][CH2:59]1.CC(N(C)C)=O, predict the reaction product. The product is: [C:28]12([CH2:38][NH:39][C:40]([C:42]3[C:43]([CH3:57])=[N:44][N:45]([C:47]4[N:52]=[C:51]([C:53]([N:58]5[CH2:63][CH2:62][O:61][CH2:60][CH2:59]5)=[O:54])[C:50]([CH3:56])=[CH:49][N:48]=4)[CH:46]=3)=[O:41])[CH2:29][CH:30]3[CH2:31][CH:32]([CH2:33][CH:34]([CH2:36]3)[CH2:35]1)[CH2:37]2. (3) Given the reactants [NH2:1][CH2:2][CH2:3][N:4]1[C:8](=[O:9])/[C:7](=[CH:10]/[C:11]2[CH:16]=[CH:15][C:14]([O:17][CH2:18][CH3:19])=[CH:13][CH:12]=2)/[S:6][C:5]1=[O:20].[CH2:21](N(CC)CC)C.C=O.C(O[BH-](OC(=O)C)OC(=O)C)(=O)C.[Na+], predict the reaction product. The product is: [CH2:18]([O:17][C:14]1[CH:15]=[CH:16][C:11](/[CH:10]=[C:7]2/[C:8](=[O:9])[N:4]([CH2:3][CH2:2][NH:1][CH3:21])[C:5](=[O:20])[S:6]/2)=[CH:12][CH:13]=1)[CH3:19]. (4) Given the reactants [ClH:1].C(OC(=O)[NH:8][CH2:9][C:10]1[N:11]([S:15]([CH3:18])(=[O:17])=[O:16])[CH:12]=[CH:13][CH:14]=1)(C)(C)C, predict the reaction product. The product is: [ClH:1].[CH3:18][S:15]([N:11]1[CH:12]=[CH:13][CH:14]=[C:10]1[CH2:9][NH2:8])(=[O:17])=[O:16]. (5) The product is: [C:1]([C:3]1[CH:4]=[C:5]2[C:11]([C:12]([C:13]3[C:14]([F:26])=[C:15]([NH:19][S:20]([CH2:23][CH2:24][CH3:25])(=[O:21])=[O:22])[CH:16]=[CH:17][CH:18]=3)=[O:27])=[CH:10][NH:9][C:6]2=[N:7][CH:8]=1)#[N:2]. Given the reactants [C:1]([C:3]1[CH:4]=[C:5]2[C:11]([CH:12]([OH:27])[C:13]3[C:14]([F:26])=[C:15]([NH:19][S:20]([CH2:23][CH2:24][CH3:25])(=[O:22])=[O:21])[CH:16]=[CH:17][CH:18]=3)=[CH:10][NH:9][C:6]2=[N:7][CH:8]=1)#[N:2].CC(OI1(OC(C)=O)(OC(C)=O)OC(=O)C2C=CC=CC1=2)=O, predict the reaction product.